From a dataset of Full USPTO retrosynthesis dataset with 1.9M reactions from patents (1976-2016). Predict the reactants needed to synthesize the given product. (1) Given the product [N:27]1[C:28]2[C:23](=[CH:22][C:21]([CH2:20][C:17]3[N:15]4[N:16]=[C:11]([N:8]5[CH2:9][CH2:10][C:5](=[O:4])[CH2:6][CH2:7]5)[CH:12]=[CH:13][C:14]4=[N:19][CH:18]=3)=[CH:30][CH:29]=2)[CH:24]=[CH:25][CH:26]=1, predict the reactants needed to synthesize it. The reactants are: O1[C:5]2([CH2:10][CH2:9][N:8]([C:11]3[CH:12]=[CH:13][C:14]4[N:15]([C:17]([CH2:20][C:21]5[CH:22]=[C:23]6[C:28](=[CH:29][CH:30]=5)[N:27]=[CH:26][CH:25]=[CH:24]6)=[CH:18][N:19]=4)[N:16]=3)[CH2:7][CH2:6]2)[O:4]CC1.Cl. (2) Given the product [Cl:19][C:17]1[S:18][C:14]([C:13]2[C:12](=[O:21])[NH:11][C:10]3=[N:9][CH:8]=[CH:7][N:6]=[C:5]3[C:3]=2[OH:4])=[C:15]([CH3:20])[N:16]=1, predict the reactants needed to synthesize it. The reactants are: CO[C:3]([C:5]1[C:10]([NH:11][C:12](=[O:21])[CH2:13][C:14]2[S:18][C:17]([Cl:19])=[N:16][C:15]=2[CH3:20])=[N:9][CH:8]=[CH:7][N:6]=1)=[O:4].C(=O)([O-])[O-].[K+].[K+]. (3) Given the product [O:19]([C:16]1[CH:15]=[CH:14][C:13]([C:12]2[C:5]3[C:4]([NH2:3])=[N:9][CH:8]=[N:7][C:6]=3[N:10]([CH:37]3[CH2:41][CH2:40][O:39][CH2:38]3)[CH:11]=2)=[CH:18][CH:17]=1)[C:20]1[CH:25]=[CH:24][CH:23]=[CH:22][CH:21]=1, predict the reactants needed to synthesize it. The reactants are: [H-].[Na+].[NH2:3][C:4]1[C:5]2[C:12]([C:13]3[CH:18]=[CH:17][C:16]([O:19][C:20]4[CH:25]=[CH:24][CH:23]=[CH:22][CH:21]=4)=[CH:15][CH:14]=3)=[CH:11][NH:10][C:6]=2[N:7]=[CH:8][N:9]=1.S(O[CH:37]1[CH2:41][CH2:40][O:39][CH2:38]1)(C1C=CC(C)=CC=1)(=O)=O. (4) Given the product [Br:1][C:2]1[CH:3]=[C:4]([N:8]2[CH2:12][CH2:11][C:10](=[CH2:13])[C:9]2=[O:20])[CH:5]=[CH:6][CH:7]=1, predict the reactants needed to synthesize it. The reactants are: [Br:1][C:2]1[CH:3]=[C:4]([N:8]2[CH2:12][CH2:11][CH:10]([C:13](=O)C(OCC)=O)[C:9]2=[O:20])[CH:5]=[CH:6][CH:7]=1.C(NCC)C.C=O. (5) Given the product [C:44]([O:43][C:41](=[O:42])[N:33]([C:30]1[C:29]([C:48]2[O:25][N:24]=[C:2]([C:3]3[CH:23]=[CH:22][C:6]([CH2:7][N:8]([C:9]([O:10][C:11]([CH3:14])([CH3:13])[CH3:12])=[O:15])[CH:16]4[CH2:21][CH2:20][O:19][CH2:18][CH2:17]4)=[CH:5][CH:4]=3)[CH:49]=2)=[N:28][C:27]([Br:26])=[CH:32][N:31]=1)[C:34]([O:35][C:36]([CH3:39])([CH3:38])[CH3:37])=[O:40])([CH3:45])([CH3:46])[CH3:47], predict the reactants needed to synthesize it. The reactants are: Cl[C:2](=[N:24][OH:25])[C:3]1[CH:23]=[CH:22][C:6]([CH2:7][N:8]([CH:16]2[CH2:21][CH2:20][O:19][CH2:18][CH2:17]2)[C:9](=[O:15])[O:10][C:11]([CH3:14])([CH3:13])[CH3:12])=[CH:5][CH:4]=1.[Br:26][C:27]1[N:28]=[C:29]([C:48]#[CH:49])[C:30]([N:33]([C:41]([O:43][C:44]([CH3:47])([CH3:46])[CH3:45])=[O:42])[C:34](=[O:40])[O:35][C:36]([CH3:39])([CH3:38])[CH3:37])=[N:31][CH:32]=1.CCN(CC)CC. (6) Given the product [CH2:23]([N:12]1[CH2:13][CH2:14][C@H:15]([C:16]2[CH:21]=[CH:20][CH:19]=[CH:18][C:17]=2[CH3:22])[C@@H:10]([CH2:9][NH:8][S:3](=[O:5])(=[O:4])[N:2]([CH3:7])[CH3:1])[CH2:11]1)[C:24]1[CH:25]=[CH:26][CH:27]=[CH:28][CH:29]=1, predict the reactants needed to synthesize it. The reactants are: [CH3:1][N:2]([CH3:7])[S:3](Cl)(=[O:5])=[O:4].[NH2:8][CH2:9][C@@H:10]1[C@@H:15]([C:16]2[CH:21]=[CH:20][CH:19]=[CH:18][C:17]=2[CH3:22])[CH2:14][CH2:13][N:12]([CH2:23][C:24]2[CH:29]=[CH:28][CH:27]=[CH:26][CH:25]=2)[CH2:11]1.[OH-].[Na+]. (7) Given the product [F:17][C:18]1[CH:19]=[CH:20][C:21]([C@@H:24]([CH3:28])[C:25]([NH:2][C:3]2[CH:8]=[CH:7][C:6]([B:9]([OH:11])[OH:10])=[CH:5][CH:4]=2)=[O:26])=[CH:22][CH:23]=1, predict the reactants needed to synthesize it. The reactants are: Cl.[NH2:2][C:3]1[CH:8]=[CH:7][C:6]([B:9]([OH:11])[OH:10])=[CH:5][CH:4]=1.C(=O)(O)[O-].[Na+].[F:17][C:18]1[CH:23]=[CH:22][C:21]([C@@H:24]([CH3:28])[C:25](O)=[O:26])=[CH:20][CH:19]=1.CN(C(ON1N=NC2C=CC=NC1=2)=[N+](C)C)C.F[P-](F)(F)(F)(F)F.